Dataset: Full USPTO retrosynthesis dataset with 1.9M reactions from patents (1976-2016). Task: Predict the reactants needed to synthesize the given product. (1) Given the product [NH2:25][N:10]1[C:8]2[N:9]=[C:4]([CH:1]3[CH2:2][CH2:3]3)[CH:5]=[C:6]([C:13]([O:15][CH2:16][CH3:17])=[O:14])[C:7]=2[CH:12]=[N:11]1, predict the reactants needed to synthesize it. The reactants are: [CH:1]1([C:4]2[CH:5]=[C:6]([C:13]([O:15][CH2:16][CH3:17])=[O:14])[C:7]3[CH:12]=[N:11][NH:10][C:8]=3[N:9]=2)[CH2:3][CH2:2]1.CC(C)([O-])C.[K+].C[N:25]1CCCC1=O. (2) Given the product [CH3:1][N:2]1[CH2:15][CH2:14][C:5]2[N:6](/[CH:33]=[C:34](/[C:36]3[CH:37]=[N:38][CH:39]=[N:40][CH:41]=3)\[CH3:35])[C:7]3[CH:8]=[CH:9][C:10]([CH3:13])=[CH:11][C:12]=3[C:4]=2[CH2:3]1, predict the reactants needed to synthesize it. The reactants are: [CH3:1][N:2]1[CH2:15][CH2:14][C:5]2[NH:6][C:7]3[CH:8]=[CH:9][C:10]([CH3:13])=[CH:11][C:12]=3[C:4]=2[CH2:3]1.P([O-])([O-])([O-])=O.[K+].[K+].[K+].N1CCC[C@H]1C(O)=O.Br[CH:33]=[C:34]([C:36]1[CH:37]=[N:38][CH:39]=[N:40][CH:41]=1)[CH3:35]. (3) Given the product [NH2:8][C@@H:9]([CH:26]1[CH2:31][CH2:30][CH2:29][CH2:28][CH2:27]1)[C:10]([N:12]1[C@H:17]([C:18]([O:20][CH3:21])=[O:19])[CH2:16][N:15]2[CH2:22][C@H:23]([OH:25])[CH2:24][C@@H:14]2[CH2:13]1)=[O:11], predict the reactants needed to synthesize it. The reactants are: C(OC([NH:8][C@@H:9]([CH:26]1[CH2:31][CH2:30][CH2:29][CH2:28][CH2:27]1)[C:10]([N:12]1[C@H:17]([C:18]([O:20][CH3:21])=[O:19])[CH2:16][N:15]2[CH2:22][C@H:23]([OH:25])[CH2:24][C@@H:14]2[CH2:13]1)=[O:11])=O)(C)(C)C.